From a dataset of Full USPTO retrosynthesis dataset with 1.9M reactions from patents (1976-2016). Predict the reactants needed to synthesize the given product. (1) The reactants are: [NH2:1][C:2]1[CH:3]=[C:4]([CH:8]=[CH:9][C:10]=1[NH:11][CH2:12][CH2:13][CH2:14][NH:15][C:16]([O:18][C:19]([CH3:22])([CH3:21])[CH3:20])=[O:17])[C:5]([OH:7])=[O:6].CCN(C(C)C)C(C)C.Cl[Si](C)(C)C.[C:37](Cl)(=[O:41])[C:38](Cl)=[O:39].C(=O)(O)[O-].[Na+].C(O)(=O)CC(CC(O)=O)(C(O)=O)O. Given the product [C:19]([O:18][C:16]([NH:15][CH2:14][CH2:13][CH2:12][N:11]1[C:10]2[C:2](=[CH:3][C:4]([C:5]([OH:7])=[O:6])=[CH:8][CH:9]=2)[NH:1][C:38](=[O:39])[C:37]1=[O:41])=[O:17])([CH3:22])([CH3:21])[CH3:20], predict the reactants needed to synthesize it. (2) Given the product [F:1][C:2]1[CH:3]=[C:4]([CH:8]([OH:29])[CH:9]([CH2:15][C:16]2[CH:21]=[CH:20][CH:19]=[C:18]([O:22][C:23]([F:28])([F:27])[CH:24]([F:26])[F:25])[CH:17]=2)[C:10]([OH:12])=[O:11])[CH:5]=[CH:6][CH:7]=1, predict the reactants needed to synthesize it. The reactants are: [F:1][C:2]1[CH:3]=[C:4]([CH:8]([OH:29])[CH:9]([CH2:15][C:16]2[CH:21]=[CH:20][CH:19]=[C:18]([O:22][C:23]([F:28])([F:27])[CH:24]([F:26])[F:25])[CH:17]=2)[C:10]([O:12]CC)=[O:11])[CH:5]=[CH:6][CH:7]=1.[OH-].[Na+].Cl. (3) Given the product [ClH:1].[ClH:1].[NH2:23]/[C:22](=[N:25]\[OH:26])/[C:21]1[C:15]2[S:14][C:13]([C:11]([NH:10][C@@H:4]3[CH:5]4[CH2:6][CH2:7][N:2]([CH2:9][CH2:8]4)[CH2:3]3)=[O:12])=[CH:17][C:16]=2[CH:18]=[CH:19][CH:20]=1, predict the reactants needed to synthesize it. The reactants are: [ClH:1].[N:2]12[CH2:9][CH2:8][CH:5]([CH2:6][CH2:7]1)[C@@H:4]([NH:10][C:11]([C:13]1[S:14][C:15]3[C:21]([C:22]#[N:23])=[CH:20][CH:19]=[CH:18][C:16]=3[CH:17]=1)=[O:12])[CH2:3]2.Cl.[NH2:25][OH:26].C(=O)([O-])[O-].[K+].[K+].O. (4) Given the product [Br:22][C:19]1[N:18]=[C:17]2[C:23]([C:6]([O:9][CH3:1])=[O:7])=[C:24]([C:25]3[CH:30]=[CH:29][C:28]([F:31])=[CH:27][CH:26]=3)[O:15][C:16]2=[CH:21][CH:20]=1, predict the reactants needed to synthesize it. The reactants are: [C:1]([O-])(=O)C.[Na+].[C:6]([O-:9])([O-])=[O:7].[K+].[K+].C([O:15][C:16]1[C:17]([C:23]#[C:24][C:25]2[CH:30]=[CH:29][C:28]([F:31])=[CH:27][CH:26]=2)=[N:18][C:19]([Br:22])=[CH:20][CH:21]=1)(=O)C. (5) Given the product [CH3:36][O:35][C:32]1[CH:31]=[CH:30][C:29]([C:20]([C:21]2[CH:22]=[CH:23][C:24]([O:27][CH3:28])=[CH:25][CH:26]=2)([C:37]2[CH:42]=[CH:41][CH:40]=[CH:39][CH:38]=2)[NH:14][C:10]2[O:11][CH2:12][CH2:13][C@:8]([C:6]3[CH:7]=[C:2]([Br:1])[CH:3]=[CH:4][C:5]=3[F:18])([CH:15]([F:16])[F:17])[N:9]=2)=[CH:34][CH:33]=1, predict the reactants needed to synthesize it. The reactants are: [Br:1][C:2]1[CH:3]=[CH:4][C:5]([F:18])=[C:6]([C@:8]2([CH:15]([F:17])[F:16])[CH2:13][CH2:12][O:11][C:10]([NH2:14])=[N:9]2)[CH:7]=1.Cl[C:20]([C:37]1[CH:42]=[CH:41][CH:40]=[CH:39][CH:38]=1)([C:29]1[CH:34]=[CH:33][C:32]([O:35][CH3:36])=[CH:31][CH:30]=1)[C:21]1[CH:26]=[CH:25][C:24]([O:27][CH3:28])=[CH:23][CH:22]=1.C(OCC)(=O)C.CCCCCCC. (6) Given the product [F:24][C:20]1([F:23])[CH2:21][CH2:22][CH:17]([CH2:16][NH:15][C:14]2[CH:13]=[CH:12][C:11]([NH:25][S:26]([CH2:29][CH3:30])(=[O:28])=[O:27])=[CH:10][C:9]=2[NH:8][C:5](=[O:6])[C:1]([CH3:4])([CH3:3])[CH3:2])[CH2:18][CH2:19]1, predict the reactants needed to synthesize it. The reactants are: [C:1]([C:5](Cl)=[O:6])([CH3:4])([CH3:3])[CH3:2].[NH2:8][C:9]1[CH:10]=[C:11]([NH:25][S:26]([CH2:29][CH3:30])(=[O:28])=[O:27])[CH:12]=[CH:13][C:14]=1[NH:15][CH2:16][CH:17]1[CH2:22][CH2:21][C:20]([F:24])([F:23])[CH2:19][CH2:18]1.CCN(CC)CC.O. (7) Given the product [CH2:1]([C:3]([F:33])([CH2:31][CH3:32])[CH2:4][N:5]1[CH2:10][CH2:9][CH:8]([CH2:11][O:12][C:13]2[CH:14]=[CH:15][C:16]([C:19]3[CH:29]=[CH:28][C:22]([C:23]([OH:25])=[O:24])=[C:21]([F:30])[CH:20]=3)=[N:17][CH:18]=2)[CH2:7][CH2:6]1)[CH3:2], predict the reactants needed to synthesize it. The reactants are: [CH2:1]([C:3]([F:33])([CH2:31][CH3:32])[CH2:4][N:5]1[CH2:10][CH2:9][CH:8]([CH2:11][O:12][C:13]2[CH:14]=[CH:15][C:16]([C:19]3[CH:29]=[CH:28][C:22]([C:23]([O:25]CC)=[O:24])=[C:21]([F:30])[CH:20]=3)=[N:17][CH:18]=2)[CH2:7][CH2:6]1)[CH3:2].O[Li].O.